From a dataset of Catalyst prediction with 721,799 reactions and 888 catalyst types from USPTO. Predict which catalyst facilitates the given reaction. Reactant: [OH-].[Na+].[C:3]([NH:6][C:7]1[CH:15]=[CH:14][CH:13]=[C:12]2[C:8]=1[C:9]([S:23][C:24]1[CH:29]=[CH:28][C:27]([Cl:30])=[CH:26][CH:25]=1)=[C:10]([CH3:22])[N:11]2[CH2:16][C:17]([O:19]CC)=[O:18])(=[O:5])[CH3:4]. Product: [C:3]([NH:6][C:7]1[CH:15]=[CH:14][CH:13]=[C:12]2[C:8]=1[C:9]([S:23][C:24]1[CH:25]=[CH:26][C:27]([Cl:30])=[CH:28][CH:29]=1)=[C:10]([CH3:22])[N:11]2[CH2:16][C:17]([OH:19])=[O:18])(=[O:5])[CH3:4]. The catalyst class is: 259.